Predict the reactants needed to synthesize the given product. From a dataset of Full USPTO retrosynthesis dataset with 1.9M reactions from patents (1976-2016). Given the product [CH3:1][CH:26]([OH:27])[C@@:23]12[C@@H:22]3[C@H:13]([C@H:14]4[C@@:18]([CH2:20][CH2:21]3)([CH3:19])[C@@H:17]([OH:28])[CH2:16][CH2:15]4)[CH2:12][CH:11]=[C:10]1[CH2:9][C@@H:8]([OH:7])[CH2:25][CH2:24]2, predict the reactants needed to synthesize it. The reactants are: [CH3:1][Mg]I.C([O:7][C@H:8]1[CH2:25][CH2:24][C@@:23]2([CH:26]=[O:27])[C:10](=[CH:11][CH2:12][C@@H:13]3[C@@H:22]2[CH2:21][CH2:20][C@@:18]2([CH3:19])[C@H:14]3[CH2:15][CH2:16][C@@H:17]2[O:28]C(=O)C)[CH2:9]1)(=O)C.